From a dataset of Catalyst prediction with 721,799 reactions and 888 catalyst types from USPTO. Predict which catalyst facilitates the given reaction. Reactant: Cl[C:2]1[CH:7]=[C:6]([O:8][C:9]2[CH:10]=[N:11][C:12]([N+:15]([O-:17])=[O:16])=[CH:13][CH:14]=2)[CH:5]=[CH:4][N:3]=1.[CH3:18][C:19]1[O:20][C:21](B2OC(C)(C)C(C)(C)O2)=[CH:22][N:23]=1.C([O-])([O-])=O.[K+].[K+].CCOC(C)=O. Product: [CH3:18][C:19]1[O:20][C:21]([C:2]2[CH:7]=[C:6]([O:8][C:9]3[CH:10]=[N:11][C:12]([N+:15]([O-:17])=[O:16])=[CH:13][CH:14]=3)[CH:5]=[CH:4][N:3]=2)=[CH:22][N:23]=1. The catalyst class is: 70.